From a dataset of Experimentally validated miRNA-target interactions with 360,000+ pairs, plus equal number of negative samples. Binary Classification. Given a miRNA mature sequence and a target amino acid sequence, predict their likelihood of interaction. (1) The miRNA is hsa-miR-34c-3p with sequence AAUCACUAACCACACGGCCAGG. Result: 1 (interaction). The protein sequence of the target gene is MKLVRKNIEKDNAGQVTLVPEEPEDMWHTYNLVQVGDSLRASTIRKVQTESSTGSVGSNRVRTTLTLCVEAIDFDSQACQLRVKGTNIQENEYVKMGAYHTIELEPNRQFTLAKKQWDSVVLERIEQACDPAWSADVAAVVMQEGLAHICLVTPSMTLTRAKVEVNIPRKRKGNCSQHDRALERFYEQVVQAIQRHIHFDVVKCILVASPGFVREQFCDYLFQQAVKTDNKLLLENRSKFLQVHASSGHKYSLKEALCDPTVASRLSDTKAAGEVKALDDFYKMLQHEPDRAFYGLKQVE.... (2) The miRNA is hsa-miR-4681 with sequence AACGGGAAUGCAGGCUGUAUCU. The protein sequence of the target gene is MAGAEGFQYRAVYPFRRERPEDLELLPGDLLVVSRVALQALGVADGGERCPHNVGWMPGFNERTRQRGDFPGTYVEFLGPVALARPGPRPRGPRPLPARPLDGSSESGHILPDLAEQFSPPDPAPPILVKLVEAIEQAELDSECYSKPELPATRTDWSLSDLEQWDRTALYDAVKGFLLALPAAVVTPEAAAEAYRALREVAGPVGLVLEPPTLPLHQALTLRFLLQHLGRVARRAPSPDTAVHALASAFGPLLLRIPPSGGEGDGSEPVPDFPVLLLERLVQEHVEEQDAAPPALPPKP.... Result: 0 (no interaction). (3) The miRNA is mmu-miR-19b-3p with sequence UGUGCAAAUCCAUGCAAAACUGA. The protein sequence of the target gene is MDYKSGLIPDGNAMENLEKQLICPICLEMFTKPVVILPCQHNLCRKCANDIFQAANPYWTNRGGSVSMSGGRFRCPSCRHEVIMDRHGVYGLQRNLLVENIIDIYKQECSSRPLQKGSHPMCKEHEDEKINIYCLTCEVPTCSLCKVFGAHQACEVAPLQSIFQGQKTELSNCISMLVAGNDRVQTIISQLEDSCRVTKENSHQVKEELSHKFDALYAILDEKKSELLQRITQEQEEKLDFIEALILQYREQLEKSTKLVETAIQSLDEPGGATFLLSAKPLIKSIVEASKGCQLGKTEQ.... Result: 0 (no interaction).